Dataset: Reaction yield outcomes from USPTO patents with 853,638 reactions. Task: Predict the reaction yield, written as a fraction of the theoretical maximum amount of product (1.0 means a 100% yield; for example, 0.34 means a 34% yield). (1) The reactants are C([Li])CCC.CCCCCC.[C:12]([C:16]#[CH:17])([CH3:15])([CH3:14])[CH3:13].[CH:18]([CH:20]=[CH2:21])=[O:19].[Cl-].[NH4+].S(=O)(=O)(O)O. The catalyst is O1CCCC1. The product is [CH3:13][C:12]([CH3:15])([CH3:14])[C:16]#[C:17][CH:18]([OH:19])[CH:20]=[CH2:21]. The yield is 0.606. (2) The reactants are [NH2:1][C:2]1[N:3]([CH3:30])[C:4](=[O:29])[C:5]([C:20]2[CH:21]=[C:22]([CH:27]=[O:28])[N:23]([CH2:25][CH3:26])[CH:24]=2)([C:7]2[CH:12]=[CH:11][CH:10]=[C:9]([C:13]3[C:14]([F:19])=[N:15][CH:16]=[CH:17][CH:18]=3)[CH:8]=2)[N:6]=1.[CH3:31][CH2:32][Mg+].[Br-].[Cl-].[NH4+]. The catalyst is C1COCC1.ClCCl. The product is [NH2:1][C:2]1[N:3]([CH3:30])[C:4](=[O:29])[C:5]([C:20]2[CH:21]=[C:22]([CH:27]([OH:28])[CH2:31][CH3:32])[N:23]([CH2:25][CH3:26])[CH:24]=2)([C:7]2[CH:12]=[CH:11][CH:10]=[C:9]([C:13]3[C:14]([F:19])=[N:15][CH:16]=[CH:17][CH:18]=3)[CH:8]=2)[N:6]=1. The yield is 0.460. (3) The reactants are [Si]([O:8][CH2:9][CH2:10][C:11]1[CH:16]=[CH:15][C:14](B(O)O)=[CH:13][C:12]=1[CH2:20][CH3:21])(C(C)(C)C)(C)C.[NH2:22][C:23]1[CH:24]=[C:25]([CH:29]=[CH:30][CH:31]=1)[C:26]([NH2:28])=[O:27].O.[C:33]([OH:37])(=[O:36])[CH:34]=O. No catalyst specified. The product is [C:26]([C:25]1[CH:24]=[C:23]([NH:22][CH:34]([C:14]2[CH:15]=[CH:16][C:11]([CH2:10][CH2:9][OH:8])=[C:12]([CH2:20][CH3:21])[CH:13]=2)[C:33]([OH:37])=[O:36])[CH:31]=[CH:30][CH:29]=1)(=[O:27])[NH2:28]. The yield is 0.880. (4) The reactants are [CH3:13][C:12]([O:11][C:9](O[C:9]([O:11][C:12]([CH3:15])([CH3:14])[CH3:13])=[O:10])=[O:10])([CH3:15])[CH3:14].[OH:16][CH2:17][CH2:18][N:19]1[CH2:24][CH2:23][NH:22][CH2:21][CH2:20]1. The catalyst is C1COCC1. The product is [C:12]([O:11][C:9]([N:22]1[CH2:23][CH2:24][N:19]([CH2:18][CH2:17][OH:16])[CH2:20][CH2:21]1)=[O:10])([CH3:13])([CH3:14])[CH3:15]. The yield is 1.00.